Dataset: Catalyst prediction with 721,799 reactions and 888 catalyst types from USPTO. Task: Predict which catalyst facilitates the given reaction. (1) Reactant: [CH2:1]([O:8][C:9]1[C:17]2[N:16]=[C:15]([CH2:18][CH3:19])[N:14]([CH3:20])[C:13]=2[CH:12]=[C:11](Br)[CH:10]=1)[C:2]1[CH:7]=[CH:6][CH:5]=[CH:4][CH:3]=1.C1(P(C2C=CC=CC=2)C2C=CC=CC=2)C=CC=CC=1.[CH3:41][NH:42][CH3:43].[C:44](=[O:46])=O. Product: [CH3:41][N:42]([CH3:43])[C:44]([C:11]1[CH:10]=[C:9]([O:8][CH2:1][C:2]2[CH:7]=[CH:6][CH:5]=[CH:4][CH:3]=2)[C:17]2[N:16]=[C:15]([CH2:18][CH3:19])[N:14]([CH3:20])[C:13]=2[CH:12]=1)=[O:46]. The catalyst class is: 167. (2) Reactant: [Br:1][C:2]1[C:7](=[O:8])[N:6]([CH2:9][C:10]([NH:12][CH2:13][CH:14]2[CH2:19][CH2:18][N:17](C(OC(C)(C)C)=O)[CH2:16][CH2:15]2)=[O:11])[N:5]=[CH:4][C:3]=1[NH:27][C@@H:28]1[CH2:33][C@@H:32]2[CH2:34][C@@H:30]([C:31]2([CH3:36])[CH3:35])[C@H:29]1[CH3:37].C(OCC)(=O)C. Product: [Br:1][C:2]1[C:7](=[O:8])[N:6]([CH2:9][C:10]([NH:12][CH2:13][CH:14]2[CH2:15][CH2:16][NH:17][CH2:18][CH2:19]2)=[O:11])[N:5]=[CH:4][C:3]=1[NH:27][C@@H:28]1[CH2:33][C@@H:32]2[CH2:34][C@@H:30]([C:31]2([CH3:36])[CH3:35])[C@H:29]1[CH3:37]. The catalyst class is: 89. (3) Reactant: [CH3:1][C:2]1[CH:3]=[C:4]2[C:9](=[CH:10][CH:11]=1)[N:8]=[CH:7][N:6]=[CH:5]2.[Se](=O)=[O:13]. Product: [N:8]1[C:9]2[C:4](=[CH:3][C:2]([CH:1]=[O:13])=[CH:11][CH:10]=2)[CH:5]=[N:6][CH:7]=1. The catalyst class is: 5. (4) Reactant: [F:1][C:2]([F:26])([F:25])[CH:3]([CH2:8][N:9]1[CH2:14][CH2:13][CH2:12][CH:11]([C:15]2[CH:20]=[CH:19][CH:18]=[C:17]([C:21]([F:24])([F:23])[F:22])[CH:16]=2)[CH2:10]1)[CH2:4][C:5]([OH:7])=[O:6].CCN(C(C)C)C(C)C.CN(C=O)C.Br[CH2:42][C:43]([C:45]1[CH:50]=[CH:49][C:48]([Cl:51])=[CH:47][CH:46]=1)=[O:44]. Product: [F:26][C:2]([F:1])([F:25])[CH:3]([CH2:8][N:9]1[CH2:14][CH2:13][CH2:12][CH:11]([C:15]2[CH:20]=[CH:19][CH:18]=[C:17]([C:21]([F:22])([F:23])[F:24])[CH:16]=2)[CH2:10]1)[CH2:4][C:5]([O:7][CH2:42][C:43]([C:45]1[CH:50]=[CH:49][C:48]([Cl:51])=[CH:47][CH:46]=1)=[O:44])=[O:6]. The catalyst class is: 13. (5) The catalyst class is: 8. Product: [CH2:1]([O:8][C:9]([N:11]1[CH2:16][CH2:15][CH:14]([C:17]2[CH:18]=[C:19]([C:21]3[CH:26]=[CH:25][C:24]([CH3:27])=[CH:23][CH:22]=3)[N:38]([C:35]3[CH:36]=[CH:37][C:32]([O:31][CH3:30])=[CH:33][CH:34]=3)[N:39]=2)[CH2:13][CH2:12]1)=[O:10])[C:2]1[CH:7]=[CH:6][CH:5]=[CH:4][CH:3]=1. Reactant: [CH2:1]([O:8][C:9]([N:11]1[CH2:16][CH2:15][CH:14]([C:17](=O)[CH2:18][C:19]([C:21]2[CH:26]=[CH:25][C:24]([CH3:27])=[CH:23][CH:22]=2)=O)[CH2:13][CH2:12]1)=[O:10])[C:2]1[CH:7]=[CH:6][CH:5]=[CH:4][CH:3]=1.Cl.[CH3:30][O:31][C:32]1[CH:37]=[CH:36][C:35]([NH:38][NH2:39])=[CH:34][CH:33]=1.C(N(CC)CC)C.O. (6) Reactant: Cl[C:2]1[CH:7]=[C:6](Cl)[N:5]=[C:4]([NH:9][C@@H:10]([CH3:14])[CH2:11][O:12][CH3:13])[N:3]=1.[IH:15].[I-:16].[Na+].C(Cl)Cl. Product: [I:15][C:2]1[CH:7]=[C:6]([I:16])[N:5]=[C:4]([NH:9][C@@H:10]([CH3:14])[CH2:11][O:12][CH3:13])[N:3]=1. The catalyst class is: 25. (7) Reactant: C(OC(=O)[NH:7][C:8]1([C:11](=[O:18])[NH:12][CH2:13][C:14]([F:17])([F:16])[F:15])[CH2:10][CH2:9]1)(C)(C)C.[ClH:20]. Product: [ClH:20].[C:8]([CH:10]1[CH2:9][C:8]1([NH2:7])[C:11]([NH:12][CH2:13][C:14]([F:15])([F:16])[F:17])=[O:18])([CH3:11])([CH3:10])[CH3:9]. The catalyst class is: 135.